From a dataset of CYP2C19 inhibition data for predicting drug metabolism from PubChem BioAssay. Regression/Classification. Given a drug SMILES string, predict its absorption, distribution, metabolism, or excretion properties. Task type varies by dataset: regression for continuous measurements (e.g., permeability, clearance, half-life) or binary classification for categorical outcomes (e.g., BBB penetration, CYP inhibition). Dataset: cyp2c19_veith. (1) The drug is Cc1noc(C)c1C(=O)N1CCC2(CCN(Cc3cc(C(F)(F)F)cc(C(F)(F)F)c3)CC2)CC1. The result is 0 (non-inhibitor). (2) The compound is CC(C)CCn1c(N)c(C(=O)NCc2cccs2)c2nc3ccccc3nc21. The result is 1 (inhibitor). (3) The molecule is C/C(=N\NC(=O)Cc1ccc(Cl)cc1)c1ccccn1. The result is 1 (inhibitor). (4) The drug is FC(F)(F)c1ccccc1-c1cc(NCc2ccccc2)ncn1. The result is 1 (inhibitor).